Dataset: Full USPTO retrosynthesis dataset with 1.9M reactions from patents (1976-2016). Task: Predict the reactants needed to synthesize the given product. (1) Given the product [CH3:9][O:8][C:5]1[CH:4]=[C:3]([CH3:10])[C:2]([CH:18]=[O:19])=[CH:7][N:6]=1, predict the reactants needed to synthesize it. The reactants are: Br[C:2]1[C:3]([CH3:10])=[CH:4][C:5]([O:8][CH3:9])=[N:6][CH:7]=1.[Li]CCCC.CN(C)[CH:18]=[O:19]. (2) Given the product [OH:34][C:31]([CH:28]1[CH2:29][CH2:30][N:25]([CH2:24][C:23]2[CH:35]=[CH:36][C:37]([N+:38]([O-:40])=[O:39])=[C:21]([NH:1][C@@H:2]3[CH2:7][CH2:6][C@H:5]([C:8]([OH:10])=[O:9])[CH2:4][CH2:3]3)[CH:22]=2)[CH2:26][CH2:27]1)([CH3:33])[CH3:32], predict the reactants needed to synthesize it. The reactants are: [NH2:1][C@@H:2]1[CH2:7][CH2:6][C@H:5]([C:8]([OH:10])=[O:9])[CH2:4][CH2:3]1.CCN(C(C)C)C(C)C.F[C:21]1[CH:22]=[C:23]([CH:35]=[CH:36][C:37]=1[N+:38]([O-:40])=[O:39])[CH2:24][N:25]1[CH2:30][CH2:29][CH:28]([C:31]([OH:34])([CH3:33])[CH3:32])[CH2:27][CH2:26]1. (3) Given the product [CH:26]([NH:25][C:19]1[C:18]2[C:23](=[CH:24][C:15]([O:14][CH2:13][C:12]3[CH:34]=[CH:35][CH:36]=[C:10]([S:7]([CH3:9])(=[NH:6])=[O:8])[CH:11]=3)=[C:16]([C:29]([OH:31])=[O:30])[CH:17]=2)[N:22]=[CH:21][N:20]=1)([CH3:28])[CH3:27], predict the reactants needed to synthesize it. The reactants are: C(OC([N:6]=[S:7]([C:10]1[CH:11]=[C:12]([CH:34]=[CH:35][CH:36]=1)[CH2:13][O:14][C:15]1[CH:24]=[C:23]2[C:18]([C:19]([NH:25][CH:26]([CH3:28])[CH3:27])=[N:20][CH:21]=[N:22]2)=[CH:17][C:16]=1[C:29]([O:31]CC)=[O:30])([CH3:9])=[O:8])=O)C.[O-]CC.[Na+]. (4) Given the product [NH2:1][C:4]1[CH:9]=[CH:8][CH:7]=[CH:6][C:5]=1[S:10]([NH:13][C:14]1[CH:15]=[CH:16][CH:17]=[C:18]2[C:23]=1[N:22]=[CH:21][CH:20]=[C:19]2[C:24]([F:27])([F:26])[F:25])(=[O:12])=[O:11], predict the reactants needed to synthesize it. The reactants are: [N+:1]([C:4]1[CH:9]=[CH:8][CH:7]=[CH:6][C:5]=1[S:10]([NH:13][C:14]1[CH:15]=[CH:16][CH:17]=[C:18]2[C:23]=1[N:22]=[CH:21][CH:20]=[C:19]2[C:24]([F:27])([F:26])[F:25])(=[O:12])=[O:11])([O-])=O.Cl[Sn]Cl. (5) Given the product [Br:23][C:14]1[N:13]([CH3:15])[N:12]=[C:11]([CH3:16])[C:10]=1[O:9][C:3]1[CH:4]=[CH:5][C:6]([F:8])=[CH:7][C:2]=1[Cl:1], predict the reactants needed to synthesize it. The reactants are: [Cl:1][C:2]1[CH:7]=[C:6]([F:8])[CH:5]=[CH:4][C:3]=1[O:9][C:10]1[C:11]([CH3:16])=[N:12][N:13]([CH3:15])[CH:14]=1.C(=O)([O-])[O-].[Na+].[Na+].[Br:23]Br. (6) Given the product [NH2:1][C:4]1[CH:9]=[C:8]([CH:10]=[CH:11][C:12]2[N:16]=[C:15]([CH2:17][CH2:18][CH3:19])[O:14][N:13]=2)[CH:7]=[CH:6][C:5]=1[OH:20], predict the reactants needed to synthesize it. The reactants are: [N+:1]([C:4]1[CH:9]=[C:8]([CH:10]=[CH:11][C:12]2[N:16]=[C:15]([CH2:17][CH2:18][CH3:19])[O:14][N:13]=2)[CH:7]=[CH:6][C:5]=1[OH:20])([O-])=O.[OH-].[Na+]. (7) Given the product [CH:10]1[C:11]2[CH:12]([CH2:14][O:15][C:16](=[O:46])[NH:17][C:18]3[CH:19]=[CH:20][C:21]([S:24][C:25]4[CH:30]=[CH:29][C:28]([C:31](=[O:42])[NH:32][C:33]5[S:34][C:35]([C:38]([F:39])([F:41])[F:40])=[N:36][N:37]=5)=[CH:27][C:26]=4[NH2:43])=[CH:22][CH:23]=3)[C:13]3[C:5](=[CH:4][CH:3]=[CH:2][CH:1]=3)[C:6]=2[CH:7]=[CH:8][CH:9]=1, predict the reactants needed to synthesize it. The reactants are: [CH:1]1[C:13]2[CH:12]([CH2:14][O:15][C:16](=[O:46])[NH:17][C:18]3[CH:23]=[CH:22][C:21]([S:24][C:25]4[CH:30]=[CH:29][C:28]([C:31](=[O:42])[NH:32][C:33]5[S:34][C:35]([C:38]([F:41])([F:40])[F:39])=[N:36][N:37]=5)=[CH:27][C:26]=4[N+:43]([O-])=O)=[CH:20][CH:19]=3)[C:11]3[C:6](=[CH:7][CH:8]=[CH:9][CH:10]=3)[C:5]=2[CH:4]=[CH:3][CH:2]=1.[Cl-].[NH4+].C(O)C.O1CCCC1.